This data is from Catalyst prediction with 721,799 reactions and 888 catalyst types from USPTO. The task is: Predict which catalyst facilitates the given reaction. Reactant: [CH3:1][C:2]1([CH3:24])[C:6]([CH3:8])([CH3:7])[O:5][B:4]([C:9]2[CH:10]=[C:11]([NH:15][C:16]([NH:18][CH2:19]C(F)(F)F)=[O:17])[CH:12]=[CH:13][CH:14]=2)[O:3]1.FC(F)(F)CN. Product: [CH3:19][NH:18][C:16]([NH:15][C:11]1[CH:12]=[CH:13][CH:14]=[C:9]([B:4]2[O:5][C:6]([CH3:8])([CH3:7])[C:2]([CH3:24])([CH3:1])[O:3]2)[CH:10]=1)=[O:17]. The catalyst class is: 1.